From a dataset of Catalyst prediction with 721,799 reactions and 888 catalyst types from USPTO. Predict which catalyst facilitates the given reaction. (1) Reactant: [CH2:1]([C:8]1[N:13]=[CH:12][C:11]([CH:14]=O)=[CH:10][CH:9]=1)[C:2]1[CH:7]=[CH:6][CH:5]=[CH:4][CH:3]=1.[N+:16]([CH3:19])([O-:18])=[O:17].C([O-])(=O)C.[NH4+]. Product: [CH2:1]([C:8]1[CH:9]=[CH:10][C:11](/[CH:14]=[CH:19]/[N+:16]([O-:18])=[O:17])=[CH:12][N:13]=1)[C:2]1[CH:7]=[CH:6][CH:5]=[CH:4][CH:3]=1. The catalyst class is: 15. (2) Product: [F:19][C:15]1[CH:14]=[C:13]([C:29]2[N:30]=[C:31]([C:32]3[CH:33]=[CH:34][C:35]([CH3:38])=[CH:36][CH:37]=3)[C:26]([C:23]3[CH:22]=[CH:21][C:20]([CH3:39])=[CH:25][CH:24]=3)=[N:27][CH:28]=2)[CH:18]=[CH:17][CH:16]=1. Reactant: CCCCCC.C([Li])CCC.Br[C:13]1[CH:14]=[C:15]([F:19])[CH:16]=[CH:17][CH:18]=1.[C:20]1([CH3:39])[CH:25]=[CH:24][C:23]([C:26]2[C:31]([C:32]3[CH:37]=[CH:36][C:35]([CH3:38])=[CH:34][CH:33]=3)=[N:30][CH:29]=[CH:28][N:27]=2)=[CH:22][CH:21]=1. The catalyst class is: 132. (3) Reactant: CN1CCOCC1.C(OC(Cl)=O)C(C)C.[C:16]([NH:26][C:27]([CH3:32])([C:29]([OH:31])=O)[CH3:28])([O:18][CH2:19][C:20]1[CH:25]=[CH:24][CH:23]=[CH:22][CH:21]=1)=[O:17].Cl.[CH3:34][NH:35][O:36][CH3:37].Cl. Product: [CH3:37][O:36][N:35]([CH3:34])[C:29](=[O:31])[C:27]([NH:26][C:16](=[O:17])[O:18][CH2:19][C:20]1[CH:21]=[CH:22][CH:23]=[CH:24][CH:25]=1)([CH3:28])[CH3:32]. The catalyst class is: 2. (4) Reactant: [NH2:1][C:2]1[O:6][N:5]=[C:4]([CH3:7])[C:3]=1[Br:8].[H-].[Na+].[C:11]([C:15]1[CH:20]=[CH:19][C:18]([S:21](Cl)(=[O:23])=[O:22])=[CH:17][CH:16]=1)([CH3:14])([CH3:13])[CH3:12].Cl. Product: [C:11]([C:15]1[CH:20]=[CH:19][C:18]([S:21]([NH:1][C:2]2[O:6][N:5]=[C:4]([CH3:7])[C:3]=2[Br:8])(=[O:23])=[O:22])=[CH:17][CH:16]=1)([CH3:14])([CH3:12])[CH3:13]. The catalyst class is: 278. (5) Reactant: [NH2:1][CH2:2][CH2:3][CH2:4][Si](OCC)(OCC)OCC.[C:15]1(C=[CH:21][C:19](O)=[CH:18][CH:17]=1)[OH:16]. Product: [O:16]1[C:15]2[CH:17]=[CH:18][CH:19]=[CH:21][C:4]=2[CH:3]=[CH:2][NH:1]1. The catalyst class is: 11. (6) Reactant: Cl.[F:2][CH2:3][C:4]([C:8]1[O:12][N:11]=[C:10]([NH:13][C:14](=[O:38])[NH:15][C:16]2[CH:21]=[CH:20][C:19]([NH:22][C:23](=[O:37])[C:24]3[CH:29]=[CH:28][C:27]([O:30][CH:31]4[CH2:36][CH2:35][NH:34][CH2:33][CH2:32]4)=[CH:26][N:25]=3)=[CH:18][CH:17]=2)[CH:9]=1)([CH3:7])[CH2:5][F:6].CCN(C(C)C)C(C)C.FC(F)(F)S(O[CH2:54][C:55]([F:58])([F:57])[F:56])(=O)=O. Product: [F:2][CH2:3][C:4]([C:8]1[O:12][N:11]=[C:10]([NH:13][C:14](=[O:38])[NH:15][C:16]2[CH:17]=[CH:18][C:19]([NH:22][C:23](=[O:37])[C:24]3[CH:29]=[CH:28][C:27]([O:30][CH:31]4[CH2:32][CH2:33][N:34]([CH2:54][C:55]([F:58])([F:57])[F:56])[CH2:35][CH2:36]4)=[CH:26][N:25]=3)=[CH:20][CH:21]=2)[CH:9]=1)([CH3:7])[CH2:5][F:6]. The catalyst class is: 23. (7) Reactant: C[Mg]I.[Cl:4][C:5]1[CH:6]=[CH:7][C:8]([F:18])=[C:9]([C:11]2[O:15][N:14]=[C:13]([CH:16]=[O:17])[CH:12]=2)[CH:10]=1.[C:19](OCC)(=O)C.[Cl-].[NH4+]. Product: [Cl:4][C:5]1[CH:6]=[CH:7][C:8]([F:18])=[C:9]([C:11]2[O:15][N:14]=[C:13]([CH:16]([OH:17])[CH3:19])[CH:12]=2)[CH:10]=1. The catalyst class is: 1.